Dataset: Catalyst prediction with 721,799 reactions and 888 catalyst types from USPTO. Task: Predict which catalyst facilitates the given reaction. (1) Reactant: [CH3:1][O:2][C:3]1[NH:4][C:5](=[O:27])[C:6]([CH2:12][C:13]2[CH:18]=[CH:17][C:16]([C:19]3[C:20]([C:25]#[N:26])=[CH:21][CH:22]=[CH:23][CH:24]=3)=[CH:15][CH:14]=2)=[C:7]([CH2:9][CH2:10][CH3:11])[N:8]=1.[CH:28]([O:31][C:32]1[CH:37]=[CH:36][C:35](B(O)O)=[CH:34][CH:33]=1)([CH3:30])[CH3:29].C(N(CC)CC)C.N1C=CC=CC=1. Product: [CH:28]([O:31][C:32]1[CH:37]=[CH:36][C:35]([N:4]2[C:5](=[O:27])[C:6]([CH2:12][C:13]3[CH:18]=[CH:17][C:16]([C:19]4[C:20]([C:25]#[N:26])=[CH:21][CH:22]=[CH:23][CH:24]=4)=[CH:15][CH:14]=3)=[C:7]([CH2:9][CH2:10][CH3:11])[N:8]=[C:3]2[O:2][CH3:1])=[CH:34][CH:33]=1)([CH3:30])[CH3:29]. The catalyst class is: 560. (2) Reactant: Cl[C:2]1[CH:3]=[C:4]([F:15])[C:5]([C:8]2[CH:9]=[N:10][C:11]([NH2:14])=[N:12][CH:13]=2)=[N:6][CH:7]=1.[CH3:16][C:17]1([CH3:33])[C:21]([CH3:23])([CH3:22])[O:20][B:19]([B:19]2[O:20][C:21]([CH3:23])([CH3:22])[C:17]([CH3:33])([CH3:16])[O:18]2)[O:18]1.CC([O-])=O.[K+]. Product: [F:15][C:4]1[C:5]([C:8]2[CH:9]=[N:10][C:11]([NH2:14])=[N:12][CH:13]=2)=[N:6][CH:7]=[C:2]([B:19]2[O:20][C:21]([CH3:23])([CH3:22])[C:17]([CH3:33])([CH3:16])[O:18]2)[CH:3]=1. The catalyst class is: 12. (3) Reactant: [C:1]([C:3]1[CH:4]=[C:5]([S:9]([NH:12][CH2:13][CH2:14][NH:15][C:16](=[O:22])[O:17][C:18]([CH3:21])([CH3:20])[CH3:19])(=[O:11])=[O:10])[CH:6]=[CH:7][CH:8]=1)#[N:2].[H][H]. Product: [NH2:2][CH2:1][C:3]1[CH:4]=[C:5]([S:9]([NH:12][CH2:13][CH2:14][NH:15][C:16](=[O:22])[O:17][C:18]([CH3:20])([CH3:19])[CH3:21])(=[O:10])=[O:11])[CH:6]=[CH:7][CH:8]=1. The catalyst class is: 19. (4) Reactant: [CH2:1]([O:8][CH2:9][N:10]1[C:14]([CH:15]=[O:16])=[C:13](I)[N:12]=[CH:11]1)[C:2]1[CH:7]=[CH:6][CH:5]=[CH:4][CH:3]=1.CCN(CC)CC.[CH2:25]([OH:28])[C:26]#[CH:27]. Product: [CH2:1]([O:8][CH2:9][N:10]1[C:14]([CH:15]=[O:16])=[C:13]([C:27]#[C:26][CH2:25][OH:28])[N:12]=[CH:11]1)[C:2]1[CH:7]=[CH:6][CH:5]=[CH:4][CH:3]=1. The catalyst class is: 233. (5) Reactant: [CH3:1][O:2][C:3]1[CH:35]=[CH:34][C:6]([CH2:7][O:8][C:9]2[CH:10]=[C:11]([C:16]3[N:21]=[C:20]([C:22]([O:24][CH3:25])=[O:23])[CH:19]=[CH:18][C:17]=3OS(C(F)(F)F)(=O)=O)[CH:12]=[CH:13][C:14]=2[Cl:15])=[CH:5][CH:4]=1.[CH3:36][C:37]1[CH:42]=[CH:41][CH:40]=[CH:39][C:38]=1B(O)O.[O-]P([O-])([O-])=O.[K+].[K+].[K+].CCOCC.CCOC(C)=O.O. Product: [CH3:1][O:2][C:3]1[CH:4]=[CH:5][C:6]([CH2:7][O:8][C:9]2[CH:10]=[C:11]([C:16]3[N:21]=[C:20]([C:22]([O:24][CH3:25])=[O:23])[CH:19]=[CH:18][C:17]=3[C:38]3[CH:39]=[CH:40][CH:41]=[CH:42][C:37]=3[CH3:36])[CH:12]=[CH:13][C:14]=2[Cl:15])=[CH:34][CH:35]=1. The catalyst class is: 128. (6) Reactant: Br[CH2:2][C:3](OC1C=CC=CC=1)=[O:4].[NH2:12][C@@H:13]([C:16]1[CH:21]=[CH:20][CH:19]=[CH:18][CH:17]=1)[CH2:14][OH:15].C(N(C(C)C)CC)(C)C. Product: [C:16]1([C@@H:13]2[NH:12][CH2:2][C:3](=[O:4])[O:15][CH2:14]2)[CH:21]=[CH:20][CH:19]=[CH:18][CH:17]=1. The catalyst class is: 10. (7) Reactant: ClC1C=CC=C(C(OO)=[O:9])C=1.[CH3:12][N:13]1[CH:18]=[C:17]([S:19][CH3:20])[C:16](=[O:21])[C:15]2[S:22][CH:23]=[CH:24][C:14]1=2. Product: [CH3:12][N:13]1[CH:18]=[C:17]([S:19]([CH3:20])=[O:9])[C:16](=[O:21])[C:15]2[S:22][CH:23]=[CH:24][C:14]1=2. The catalyst class is: 4. (8) Product: [Br:16][C:13]1[CH:12]=[CH:11][C:10]([CH:8]2[N:7]([C:17]3[CH:22]=[CH:21][C:20]([F:23])=[CH:19][C:18]=3[F:24])[N:6]=[C:5]([C:3]([OH:4])=[O:2])[CH2:9]2)=[CH:15][CH:14]=1. The catalyst class is: 6. Reactant: C[O:2][C:3]([C:5]1[CH2:9][CH:8]([C:10]2[CH:15]=[CH:14][C:13]([Br:16])=[CH:12][CH:11]=2)[N:7]([C:17]2[CH:22]=[CH:21][C:20]([F:23])=[CH:19][C:18]=2[F:24])[N:6]=1)=[O:4].[OH-].[K+].CO.